From a dataset of Forward reaction prediction with 1.9M reactions from USPTO patents (1976-2016). Predict the product of the given reaction. (1) Given the reactants [CH3:1][CH:2]([CH3:40])[CH:3]([N:9]1[CH2:12][CH:11]([CH2:13][C:14]2[N:15]([CH3:39])[C:16]3[C:21]([N:22]=2)=[C:20]([N:23]2[CH2:28][CH2:27][O:26][CH2:25][CH2:24]2)[N:19]=[C:18]([N:29]2[C:33]4[CH:34]=[CH:35][CH:36]=[CH:37][C:32]=4[N:31]=[C:30]2[CH3:38])[N:17]=3)[CH2:10]1)[C:4]([O:6]CC)=[O:5].C(O)C.[OH-].[Li+].Cl, predict the reaction product. The product is: [CH3:1][CH:2]([CH3:40])[CH:3]([N:9]1[CH2:10][CH:11]([CH2:13][C:14]2[N:15]([CH3:39])[C:16]3[C:21]([N:22]=2)=[C:20]([N:23]2[CH2:28][CH2:27][O:26][CH2:25][CH2:24]2)[N:19]=[C:18]([N:29]2[C:33]4[CH:34]=[CH:35][CH:36]=[CH:37][C:32]=4[N:31]=[C:30]2[CH3:38])[N:17]=3)[CH2:12]1)[C:4]([OH:6])=[O:5]. (2) Given the reactants [CH3:1][S:2][C:3]1[N:4]=[CH:5][C:6]2[CH2:11][NH:10][CH2:9][C:7]=2[N:8]=1.Br[C:13]1[CH:14]=[C:15]([CH:28]=[CH:29][CH:30]=1)[C:16]([NH:18][C:19]1[CH:24]=[CH:23][CH:22]=[C:21]([CH:25]([CH3:27])[CH3:26])[CH:20]=1)=[O:17], predict the reaction product. The product is: [CH:25]([C:21]1[CH:20]=[C:19]([NH:18][C:16](=[O:17])[C:15]2[CH:28]=[CH:29][CH:30]=[C:13]([N:10]3[CH2:11][C:6]4[CH:5]=[N:4][C:3]([S:2][CH3:1])=[N:8][C:7]=4[CH2:9]3)[CH:14]=2)[CH:24]=[CH:23][CH:22]=1)([CH3:27])[CH3:26]. (3) Given the reactants [OH:1][C:2]1[N:7]=[C:6]([C:8]([OH:10])=[O:9])[CH:5]=[CH:4][CH:3]=1.S(=O)(=O)(O)O.[CH3:16]O, predict the reaction product. The product is: [OH:1][C:2]1[N:7]=[C:6]([C:8]([O:10][CH3:16])=[O:9])[CH:5]=[CH:4][CH:3]=1.